This data is from Catalyst prediction with 721,799 reactions and 888 catalyst types from USPTO. The task is: Predict which catalyst facilitates the given reaction. (1) Reactant: [OH-].[Na+].[CH2:3]([C:18]([OH:20])=[O:19])[CH2:4][CH2:5][CH2:6][CH2:7][CH2:8][CH2:9][CH2:10][CH2:11][CH2:12][CH2:13][CH2:14][C:15]([OH:17])=[O:16].[N+]([O-])([O-])=O.[Ag+:25].[Ag]. Product: [CH2:3]([C:18]([O-:20])=[O:19])[CH2:4][CH2:5][CH2:6][CH2:7][CH2:8][CH2:9][CH2:10][CH2:11][CH2:12][CH2:13][CH2:14][C:15]([O-:17])=[O:16].[Ag+2:25]. The catalyst class is: 6. (2) Reactant: [Cl:1][C:2]1[CH:7]=[CH:6][C:5]([N+:8]([O-:10])=[O:9])=[CH:4][C:3]=1[O:11]C.B(Br)(Br)Br.CO.[OH-].[Na+]. Product: [Cl:1][C:2]1[CH:7]=[CH:6][C:5]([N+:8]([O-:10])=[O:9])=[CH:4][C:3]=1[OH:11]. The catalyst class is: 46. (3) Reactant: [O:1]=[C:2]1[C:11]2[C:6](=[CH:7][C:8]([C:12](O)=[O:13])=[CH:9][CH:10]=2)[NH:5][C:4](=[S:15])[N:3]1[C:16]1[N:21]=[CH:20][CH:19]=[CH:18][N:17]=1.[Cl:22][C:23]1[CH:24]=[C:25]([CH:28]=[CH:29][CH:30]=1)[CH2:26][NH2:27].CCN(C(C)C)C(C)C.CN(C(ON1N=NC2C=CC=NC1=2)=[N+](C)C)C.F[P-](F)(F)(F)(F)F. Product: [Cl:22][C:23]1[CH:24]=[C:25]([CH:28]=[CH:29][CH:30]=1)[CH2:26][NH:27][C:12]([C:8]1[CH:7]=[C:6]2[C:11]([C:2](=[O:1])[N:3]([C:16]3[N:21]=[CH:20][CH:19]=[CH:18][N:17]=3)[C:4](=[S:15])[NH:5]2)=[CH:10][CH:9]=1)=[O:13]. The catalyst class is: 3. (4) Reactant: [Br:1][C:2]1[CH:3]=[C:4]([C:8]2[CH2:14][CH2:13][CH2:12][CH2:11][CH2:10][CH:9]=2)[CH:5]=[CH:6][CH:7]=1.C([O-])(O)=[O:16].[Na+]. Product: [Br:1][C:2]1[CH:3]=[C:4]([C:8]23[O:16][CH:14]2[CH2:13][CH2:12][CH2:11][CH2:10][CH2:9]3)[CH:5]=[CH:6][CH:7]=1. The catalyst class is: 34.